From a dataset of Forward reaction prediction with 1.9M reactions from USPTO patents (1976-2016). Predict the product of the given reaction. Given the reactants Cl[C:2]1[C:3]([Cl:14])=[N:4][C:5]([CH3:13])=[C:6]([CH:12]=1)[C:7]([O:9][CH2:10][CH3:11])=[O:8].C[CH2:16][N:17](C(C)C)C(C)C.[F:24][C:25]1[CH:30]=[CH:29]C(CO)=[CH:27][CH:26]=1, predict the reaction product. The product is: [Cl:14][C:3]1[C:2]([C:16]#[N:17])=[CH:12][C:6]([C:7]([O:9][CH2:10][C:11]2[CH:29]=[CH:30][C:25]([F:24])=[CH:26][CH:27]=2)=[O:8])=[C:5]([CH3:13])[N:4]=1.